Dataset: Catalyst prediction with 721,799 reactions and 888 catalyst types from USPTO. Task: Predict which catalyst facilitates the given reaction. Reactant: [OH-].[Li+].[Cl:3][C:4]1[CH:5]=[N:6][CH:7]=[C:8]([C:13]=1[NH:14][C:15]1[C:24]2[C:19](=[C:20]([O:27][CH:28]3[CH2:32][CH2:31][CH2:30][CH2:29]3)[C:21]([O:25][CH3:26])=[CH:22][CH:23]=2)[O:18][C:17](=[O:33])[CH:16]=1)[C:9]([O:11]C)=[O:10].CO. Product: [Cl:3][C:4]1[CH:5]=[N:6][CH:7]=[C:8]([C:13]=1[NH:14][C:15]1[C:24]2[C:19](=[C:20]([O:27][CH:28]3[CH2:29][CH2:30][CH2:31][CH2:32]3)[C:21]([O:25][CH3:26])=[CH:22][CH:23]=2)[O:18][C:17](=[O:33])[CH:16]=1)[C:9]([OH:11])=[O:10]. The catalyst class is: 1.